From a dataset of Full USPTO retrosynthesis dataset with 1.9M reactions from patents (1976-2016). Predict the reactants needed to synthesize the given product. (1) Given the product [C:1]([O:5][C:6](=[O:38])[CH2:7][C@H:8]([NH:16][S:17]([C:20]1[CH:25]=[CH:24][C:23]([NH:26][C:27](=[O:29])[CH3:28])=[CH:22][C:21]=1[OH:30])(=[O:19])=[O:18])[CH:9]([O:10][CH2:11][CH3:12])[O:13][CH2:14][CH3:15])([CH3:3])([CH3:4])[CH3:2], predict the reactants needed to synthesize it. The reactants are: [C:1]([O:5][C:6](=[O:38])[CH2:7][C@H:8]([NH:16][S:17]([C:20]1[CH:25]=[CH:24][C:23]([NH:26][C:27](=[O:29])[CH3:28])=[CH:22][C:21]=1[O:30]CC1C=CC=CC=1)(=[O:19])=[O:18])[CH:9]([O:13][CH2:14][CH3:15])[O:10][CH2:11][CH3:12])([CH3:4])([CH3:3])[CH3:2].[H][H]. (2) The reactants are: [CH2:1]([O:3][C:4]([C:6]1[NH:7][C:8]([Br:12])=[N:9][C:10]=1[CH3:11])=[O:5])[CH3:2].Br[CH2:14][C:15]([NH:17][C:18]1[C:23]([CH3:24])=[CH:22][C:21]([CH3:25])=[CH:20][C:19]=1[CH3:26])=[O:16].C1(C2CCCCCCCCCC=2)CCCCCCCCNN=1.CO. Given the product [CH2:1]([O:3][C:4]([C:6]1[N:7]([CH2:14][C:15](=[O:16])[NH:17][C:18]2[C:19]([CH3:26])=[CH:20][C:21]([CH3:25])=[CH:22][C:23]=2[CH3:24])[C:8]([Br:12])=[N:9][C:10]=1[CH3:11])=[O:5])[CH3:2], predict the reactants needed to synthesize it. (3) The reactants are: [Cl:1][C:2]1[CH:7]=[CH:6][C:5]([Cl:8])=[CH:4][C:3]=1[O:9][CH:10]([C:15]1[CH:20]=[CH:19][CH:18]=[CH:17][CH:16]=1)[CH2:11][CH2:12][CH2:13]Cl.[OH:21][CH:22]1[CH2:27][CH2:26][NH:25][CH2:24][CH2:23]1.[I-].[K+].[C:30]([OH:37])(=[O:36])/[CH:31]=[CH:32]/[C:33]([OH:35])=[O:34]. Given the product [C:30]([OH:37])(=[O:36])/[CH:31]=[CH:32]/[C:33]([OH:35])=[O:34].[Cl:1][C:2]1[CH:7]=[CH:6][C:5]([Cl:8])=[CH:4][C:3]=1[O:9][CH:10]([C:15]1[CH:20]=[CH:19][CH:18]=[CH:17][CH:16]=1)[CH2:11][CH2:12][CH2:13][N:25]1[CH2:26][CH2:27][CH:22]([OH:21])[CH2:23][CH2:24]1, predict the reactants needed to synthesize it. (4) Given the product [F:13][CH:12]([F:14])[C:11]1[N:6]2[N:5]=[CH:4][C:3]([C:1]#[C:2][C:26]3[S:30][C:29]([S:31]([N:34]4[CH2:39][CH2:38][N:37]([CH3:40])[CH2:36][CH2:35]4)(=[O:32])=[O:33])=[CH:28][CH:27]=3)=[C:7]2[N:8]=[C:9]([C:15]2[CH:20]=[CH:19][CH:18]=[C:17]([C:21]([F:23])([F:24])[F:22])[CH:16]=2)[CH:10]=1, predict the reactants needed to synthesize it. The reactants are: [C:1]([C:3]1[CH:4]=[N:5][N:6]2[C:11]([CH:12]([F:14])[F:13])=[CH:10][C:9]([C:15]3[CH:20]=[CH:19][CH:18]=[C:17]([C:21]([F:24])([F:23])[F:22])[CH:16]=3)=[N:8][C:7]=12)#[CH:2].Br[C:26]1[S:30][C:29]([S:31]([N:34]2[CH2:39][CH2:38][N:37]([CH3:40])[CH2:36][CH2:35]2)(=[O:33])=[O:32])=[CH:28][CH:27]=1. (5) The reactants are: C(N([CH2:6][CH3:7])CC)C.[C:8]([C:10]1[CH:15]=[CH:14][C:13]([CH2:16][CH:17]([CH3:19])[CH3:18])=[CH:12][CH:11]=1)#[CH:9].Cl.CN(C)[CH:23]=[O:24]. Given the product [CH2:16]([C:13]1[CH:14]=[CH:15][C:10]([C:8]#[C:9][C:9]2[CH:8]=[C:10]3[C:15](=[CH:6][CH:7]=2)[C:23](=[O:24])[CH2:13][CH2:12][CH2:11]3)=[CH:11][CH:12]=1)[CH:17]([CH3:19])[CH3:18], predict the reactants needed to synthesize it. (6) Given the product [C@H:23]1([NH:22][C:20]2[O:8][CH2:9][C:10]3[CH:15]=[C:14]([N+:16]([O-:18])=[O:17])[CH:13]=[CH:12][C:11]=3[N:19]=2)[C:31]2[C:26](=[CH:27][CH:28]=[CH:29][CH:30]=2)[CH2:25][CH2:24]1, predict the reactants needed to synthesize it. The reactants are: C([Si]([O:8][CH2:9][C:10]1[CH:15]=[C:14]([N+:16]([O-:18])=[O:17])[CH:13]=[CH:12][C:11]=1[N:19]=[C:20]=S)(C)C)(C)(C)C.[NH2:22][C@H:23]1[C:31]2[C:26](=[CH:27][CH:28]=[CH:29][CH:30]=2)[CH2:25][CH2:24]1. (7) Given the product [CH3:31][O:30][C:28](=[O:29])[C:27]([NH:1][C:2]1[CH:3]=[CH:4][C:5]([N:8]2[CH2:13][CH2:12][C:11]([CH3:18])([C:14]([O:16][CH3:17])=[O:15])[CH2:10][CH2:9]2)=[N:6][CH:7]=1)=[O:32], predict the reactants needed to synthesize it. The reactants are: [NH2:1][C:2]1[CH:3]=[CH:4][C:5]([N:8]2[CH2:13][CH2:12][C:11]([CH3:18])([C:14]([O:16][CH3:17])=[O:15])[CH2:10][CH2:9]2)=[N:6][CH:7]=1.C(N(CC)CC)C.Cl[C:27](=[O:32])[C:28]([O:30][CH3:31])=[O:29].